The task is: Predict which catalyst facilitates the given reaction.. This data is from Catalyst prediction with 721,799 reactions and 888 catalyst types from USPTO. Reactant: [CH:1]([C@H:4]1[C@@H:8]2[C@@H:9]3[C@@:22]([CH3:25])([CH2:23][CH2:24][C@@:7]2([C:45](=[O:58])[NH:46][CH2:47][CH2:48][C:49](=[O:57])[O:50]CC[Si](C)(C)C)[CH2:6][CH2:5]1)[C@@:21]1([CH3:26])[C@@H:12]([C@:13]2([CH3:44])[C@@H:18]([CH2:19][CH2:20]1)[C:17]([CH3:28])([CH3:27])[CH:16]([C:29]1[CH:43]=[CH:42][C:32]([C:33]([O:35]CC[Si](C)(C)C)=[O:34])=[CH:31][CH:30]=1)[CH2:15][CH2:14]2)[CH2:11][CH2:10]3)([CH3:3])[CH3:2].CCCC[N+](CCCC)(CCCC)CCCC.[F-]. Product: [C:49]([CH2:48][CH2:47][NH:46][C:45]([C@:7]12[CH2:6][CH2:5][C@@H:4]([CH:1]([CH3:3])[CH3:2])[C@@H:8]1[C@@H:9]1[C@@:22]([CH3:25])([CH2:23][CH2:24]2)[C@@:21]2([CH3:26])[C@@H:12]([C@:13]3([CH3:44])[C@@H:18]([CH2:19][CH2:20]2)[C:17]([CH3:28])([CH3:27])[CH:16]([C:29]2[CH:43]=[CH:42][C:32]([C:33]([OH:35])=[O:34])=[CH:31][CH:30]=2)[CH2:15][CH2:14]3)[CH2:11][CH2:10]1)=[O:58])([OH:57])=[O:50]. The catalyst class is: 1.